The task is: Predict the reactants needed to synthesize the given product.. This data is from Full USPTO retrosynthesis dataset with 1.9M reactions from patents (1976-2016). Given the product [CH3:1][C:2]1([CH3:25])[CH2:11][CH2:10][C:9]([CH3:12])([CH3:13])[C:8]2[CH:7]=[C:6]([C:14]3[O:15][C:16]([CH:19]4[CH2:24][CH2:23][N:22]([CH2:33][CH2:32][CH2:31][CH2:30][OH:29])[CH2:21][CH2:20]4)=[CH:17][N:18]=3)[CH:5]=[CH:4][C:3]1=2, predict the reactants needed to synthesize it. The reactants are: [CH3:1][C:2]1([CH3:25])[CH2:11][CH2:10][C:9]([CH3:13])([CH3:12])[C:8]2[CH:7]=[C:6]([C:14]3[O:15][C:16]([CH:19]4[CH2:24][CH2:23][NH:22][CH2:21][CH2:20]4)=[CH:17][N:18]=3)[CH:5]=[CH:4][C:3]1=2.C([O:29][CH2:30][CH2:31][CH2:32][CH2:33]Br)(=O)C.[OH-].[Na+].